Dataset: Full USPTO retrosynthesis dataset with 1.9M reactions from patents (1976-2016). Task: Predict the reactants needed to synthesize the given product. (1) Given the product [F:12][C:13]1[CH:14]=[C:15]([NH:16][CH:22]([C:6]2[CH:7]=[N:8][C:3]([O:2][CH3:1])=[CH:4][CH:5]=2)[C:23]([OH:25])=[O:24])[CH:17]=[CH:18][CH:19]=1, predict the reactants needed to synthesize it. The reactants are: [CH3:1][O:2][C:3]1[N:8]=[CH:7][C:6](B(O)O)=[CH:5][CH:4]=1.[F:12][C:13]1[CH:14]=[C:15]([CH:17]=[CH:18][CH:19]=1)[NH2:16].O.O=[CH:22][C:23]([OH:25])=[O:24]. (2) Given the product [NH2:12][C:10]1[C:9]([C:15]([O:17][CH3:18])=[O:16])=[CH:8][CH:7]=[C:6]2[C:11]=1[N:2]([CH3:1])[CH2:3][CH2:4][CH2:5]2, predict the reactants needed to synthesize it. The reactants are: [CH3:1][N:2]1[C:11]2[C:6](=[CH:7][CH:8]=[C:9]([C:15]([O:17][CH3:18])=[O:16])[C:10]=2[N+:12]([O-])=O)[CH:5]=[CH:4][CH2:3]1. (3) The reactants are: [CH3:1][NH:2][C:3]([C:5]1[C:13]2[C:8](=[N:9][C:10]([NH:17][S:18]([CH3:21])(=[O:20])=[O:19])=[C:11]([CH:14]3[CH2:16][CH2:15]3)[CH:12]=2)[O:7][C:6]=1[C:22]1[CH:27]=[CH:26][C:25]([CH3:28])=[CH:24][CH:23]=1)=[O:4].[Na+].[I-].C([O-])([O-])=O.[Cs+].[Cs+]. Given the product [CH3:1][NH:2][C:3]([C:5]1[C:13]2[C:8](=[N:9][C:10]([N:17]([CH2:22][CH2:6][CH:5]=[CH2:3])[S:18]([CH3:21])(=[O:20])=[O:19])=[C:11]([CH:14]3[CH2:15][CH2:16]3)[CH:12]=2)[O:7][C:6]=1[C:22]1[CH:23]=[CH:24][C:25]([CH3:28])=[CH:26][CH:27]=1)=[O:4], predict the reactants needed to synthesize it. (4) Given the product [CH:3]1([C:6]2[N:11]=[CH:10][C:9]([C:12]3[N:17]=[CH:16][N:15]=[C:14]([CH2:18][OH:19])[CH:13]=3)=[CH:8][CH:7]=2)[CH2:5][CH2:4]1, predict the reactants needed to synthesize it. The reactants are: [BH4-].[Na+].[CH:3]1([C:6]2[N:11]=[CH:10][C:9]([C:12]3[N:17]=[CH:16][N:15]=[C:14]([C:18]([O-])=[O:19])[CH:13]=3)=[CH:8][CH:7]=2)[CH2:5][CH2:4]1.